Regression. Given a peptide amino acid sequence and an MHC pseudo amino acid sequence, predict their binding affinity value. This is MHC class I binding data. From a dataset of Peptide-MHC class I binding affinity with 185,985 pairs from IEDB/IMGT. (1) The peptide sequence is ITYCLVTHM. The MHC is HLA-A02:06 with pseudo-sequence HLA-A02:06. The binding affinity (normalized) is 0.290. (2) The peptide sequence is GANFPGLAK. The MHC is Mamu-B8301 with pseudo-sequence Mamu-B8301. The binding affinity (normalized) is 0.746. (3) The peptide sequence is KRLSVNQKY. The MHC is HLA-B48:01 with pseudo-sequence HLA-B48:01. The binding affinity (normalized) is 0.0847. (4) The peptide sequence is GLSDRVVFV. The MHC is HLA-A02:02 with pseudo-sequence HLA-A02:02. The binding affinity (normalized) is 0.996. (5) The peptide sequence is RAVEPGTVL. The MHC is HLA-A26:01 with pseudo-sequence HLA-A26:01. The binding affinity (normalized) is 0.0847. (6) The peptide sequence is GSSDFQVHFLK. The MHC is HLA-C06:02 with pseudo-sequence HLA-C06:02. The binding affinity (normalized) is 0.0847. (7) The peptide sequence is ISRMLINRF. The MHC is Mamu-A02 with pseudo-sequence Mamu-A02. The binding affinity (normalized) is 1.00.